Task: Predict the reactants needed to synthesize the given product.. Dataset: Full USPTO retrosynthesis dataset with 1.9M reactions from patents (1976-2016) (1) Given the product [O:10]1[C:14]2[CH:15]=[CH:16][CH:17]=[CH:18][C:13]=2[N:12]=[C:11]1[C:19]1[CH:26]=[CH:25][C:22]([CH2:23][NH:24][C:2]2[N:1]=[C:8]([Cl:9])[N:7]=[C:5]([Cl:6])[N:4]=2)=[CH:21][CH:20]=1, predict the reactants needed to synthesize it. The reactants are: [N:1]1[C:8]([Cl:9])=[N:7][C:5]([Cl:6])=[N:4][C:2]=1Cl.[O:10]1[C:14]2[CH:15]=[CH:16][CH:17]=[CH:18][C:13]=2[N:12]=[C:11]1[C:19]1[CH:26]=[CH:25][C:22]([CH2:23][NH2:24])=[CH:21][CH:20]=1.C(N(C(C)C)CC)(C)C. (2) The reactants are: C(OC(=O)[NH:7][CH2:8][CH2:9][CH2:10][NH:11][C:12]1[S:13][C:14]([C:17](=[O:25])[C:18]2[CH:23]=[CH:22][CH:21]=[CH:20][C:19]=2[CH3:24])=[CH:15][N:16]=1)(C)(C)C.Cl.C(=O)(O)[O-].[Na+]. Given the product [NH2:7][CH2:8][CH2:9][CH2:10][NH:11][C:12]1[S:13][C:14]([C:17]([C:18]2[CH:23]=[CH:22][CH:21]=[CH:20][C:19]=2[CH3:24])=[O:25])=[CH:15][N:16]=1, predict the reactants needed to synthesize it. (3) Given the product [CH3:33][N:32]([CH3:34])[C:31](=[O:35])[O:30][C:26]1[CH:27]=[CH:28][CH:29]=[C:24]([NH:23][C:22]([C:9]2([NH2:8])[CH2:14][CH2:13][NH:12][CH2:11][CH2:10]2)=[O:36])[CH:25]=1, predict the reactants needed to synthesize it. The reactants are: C(OC([NH:8][C:9]1([C:22](=[O:36])[NH:23][C:24]2[CH:29]=[CH:28][CH:27]=[C:26]([O:30][C:31](=[O:35])[N:32]([CH3:34])[CH3:33])[CH:25]=2)[CH2:14][CH2:13][N:12](C(OC(C)(C)C)=O)[CH2:11][CH2:10]1)=O)(C)(C)C.Cl.Cl.O1CCOCC1. (4) Given the product [CH2:1]([O:5][C:6]1[CH:7]=[C:8]([CH:22]=[C:23]([O:25][CH:26]([CH3:28])[CH3:27])[CH:24]=1)[C:9]([NH:11][C:12]1[N:17]=[CH:16][C:15]([C:18]([OH:20])=[O:19])=[CH:14][CH:13]=1)=[O:10])[CH:2]([CH3:4])[CH3:3], predict the reactants needed to synthesize it. The reactants are: [CH2:1]([O:5][C:6]1[CH:7]=[C:8]([CH:22]=[C:23]([O:25][CH:26]([CH3:28])[CH3:27])[CH:24]=1)[C:9]([NH:11][C:12]1[N:17]=[CH:16][C:15]([C:18]([O:20]C)=[O:19])=[CH:14][CH:13]=1)=[O:10])[CH:2]([CH3:4])[CH3:3].[OH-].[Na+].O.Cl. (5) Given the product [CH:10]1([C:2]2[CH:9]=[CH:8][C:5]([NH:6][CH3:7])=[CH:4][CH:3]=2)[CH2:12][CH2:11]1, predict the reactants needed to synthesize it. The reactants are: Br[C:2]1[CH:9]=[CH:8][C:5]([NH:6][CH3:7])=[CH:4][CH:3]=1.[CH:10]1(B(O)O)[CH2:12][CH2:11]1.[O-]P([O-])([O-])=O.[K+].[K+].[K+]. (6) Given the product [Br:1][C:2]1[CH:3]=[N:4][C:5]2[N:6]([N:8]=[C:9]([C:11]([N:14]3[CH2:19][CH2:18][CH:17]=[C:16]([C:20]4[CH:21]=[CH:22][N:23]=[CH:24][CH:25]=4)[CH2:15]3)=[O:13])[CH:10]=2)[CH:7]=1, predict the reactants needed to synthesize it. The reactants are: [Br:1][C:2]1[CH:3]=[N:4][C:5]2[N:6]([N:8]=[C:9]([C:11]([OH:13])=O)[CH:10]=2)[CH:7]=1.[NH:14]1[CH2:19][CH2:18][CH:17]=[C:16]([C:20]2[CH:25]=[CH:24][N:23]=[CH:22][CH:21]=2)[CH2:15]1. (7) Given the product [C:1]([C:5]1[C:6](=[O:16])[NH:7][C:8]2[C:13]([CH:14]=1)=[CH:12][CH:11]=[C:10]([Cl:19])[N:9]=2)([CH3:4])([CH3:3])[CH3:2], predict the reactants needed to synthesize it. The reactants are: [C:1]([C:5]1[C:6](=[O:16])[NH:7][C:8]2[C:13]([CH:14]=1)=[CH:12][CH:11]=[CH:10][N+:9]=2[O-])([CH3:4])([CH3:3])[CH3:2].S(Cl)([Cl:19])=O. (8) Given the product [Cl:25][C:23]1[CH:22]=[CH:21][C:20]([CH3:26])=[C:19]([CH:11]([O:12][CH2:13][CH2:14][OH:15])[CH2:10][CH2:9][N:8]([CH3:27])[C:6](=[O:7])[O:5][C:1]([CH3:3])([CH3:4])[CH3:2])[CH:24]=1, predict the reactants needed to synthesize it. The reactants are: [C:1]([O:5][C:6]([N:8]([CH3:27])[CH2:9][CH2:10][CH:11]([C:19]1[CH:24]=[C:23]([Cl:25])[CH:22]=[CH:21][C:20]=1[CH3:26])[O:12][CH2:13][C:14](OCC)=[O:15])=[O:7])([CH3:4])([CH3:3])[CH3:2].[BH4-].[Na+]. (9) Given the product [CH:1]([O:4][C:5]([N:7]1[CH2:12][CH2:11][CH:10]([O:13][N:14]=[C:15]2[CH2:16][CH2:17][N:18]([C:21]3[CH:26]=[C:25]([F:27])[C:24]([CH2:28][O:29][C:43](=[O:44])[C@@H:39]([NH:38][C:31]([O:33][C:34]([CH3:35])([CH3:37])[CH3:36])=[O:32])[CH:40]([CH3:42])[CH3:41])=[CH:23][C:22]=3[F:30])[CH2:19][CH2:20]2)[CH2:9][CH2:8]1)=[O:6])([CH3:3])[CH3:2], predict the reactants needed to synthesize it. The reactants are: [CH:1]([O:4][C:5]([N:7]1[CH2:12][CH2:11][CH:10]([O:13][N:14]=[C:15]2[CH2:20][CH2:19][N:18]([C:21]3[CH:26]=[C:25]([F:27])[C:24]([CH2:28][OH:29])=[CH:23][C:22]=3[F:30])[CH2:17][CH2:16]2)[CH2:9][CH2:8]1)=[O:6])([CH3:3])[CH3:2].[C:31]([NH:38][C@H:39]([C:43](O)=[O:44])[CH:40]([CH3:42])[CH3:41])([O:33][C:34]([CH3:37])([CH3:36])[CH3:35])=[O:32].C(Cl)CCl. (10) Given the product [CH3:38][N:36]1[CH:37]=[C:33]([C:30]2[CH:31]=[C:32]3[C:24]([C:22]4[N:23]=[C:18]([O:1][C@@H:2]5[CH2:7][CH2:6][CH2:5][N:4]([C:8]([O:10][C:11]([CH3:14])([CH3:13])[CH3:12])=[O:9])[CH2:3]5)[CH:19]=[CH:20][CH:21]=4)=[N:25][N:26]([CH:39]4[CH2:44][CH2:43][CH2:42][CH2:41][O:40]4)[C:27]3=[CH:28][N:29]=2)[CH:34]=[N:35]1, predict the reactants needed to synthesize it. The reactants are: [OH:1][C@@H:2]1[CH2:7][CH2:6][CH2:5][N:4]([C:8]([O:10][C:11]([CH3:14])([CH3:13])[CH3:12])=[O:9])[CH2:3]1.[H-].[Na+].Cl[C:18]1[N:23]=[C:22]([C:24]2[C:32]3[C:27](=[CH:28][N:29]=[C:30]([C:33]4[CH:34]=[N:35][N:36]([CH3:38])[CH:37]=4)[CH:31]=3)[N:26]([CH:39]3[CH2:44][CH2:43][CH2:42][CH2:41][O:40]3)[N:25]=2)[CH:21]=[CH:20][CH:19]=1.